From a dataset of Forward reaction prediction with 1.9M reactions from USPTO patents (1976-2016). Predict the product of the given reaction. (1) Given the reactants C(O[C:6]([NH:8][CH2:9][CH:10]([CH2:14][C:15]1[CH:20]=[CH:19][CH:18]=[CH:17][CH:16]=1)[C:11]([OH:13])=O)=[O:7])(C)(C)C.[CH:21](=O)C1C=CC=CC=1.[Cl:29][C:30]1[CH:35]=[CH:34][C:33]([S:36]([NH2:39])(=[O:38])=[O:37])=[CH:32][CH:31]=1, predict the reaction product. The product is: [CH2:14]([CH:10]1[CH2:9][NH:8][C:6](=[O:7])[CH2:21][N:39]([S:36]([C:33]2[CH:32]=[CH:31][C:30]([Cl:29])=[CH:35][CH:34]=2)(=[O:37])=[O:38])[C:11]1=[O:13])[C:15]1[CH:16]=[CH:17][CH:18]=[CH:19][CH:20]=1. (2) Given the reactants [C:1]1([C:11]2[CH:16]=[CH:15][CH:14]=[CH:13][CH:12]=2)[CH:6]=[CH:5][C:4]([CH2:7][C:8]([OH:10])=O)=[CH:3][CH:2]=1.O.ON1C2C=CC=CC=2N=N1.[CH3:28][NH:29][C:30]1[S:31][C:32]([S:36]([NH2:39])(=[O:38])=[O:37])=[C:33]([CH3:35])[N:34]=1.Cl.CN(C)CCCN=C=NCC, predict the reaction product. The product is: [NH2:39][S:36]([C:32]1[S:31][C:30]([N:29]([CH3:28])[C:8](=[O:10])[CH2:7][C:4]2[CH:3]=[CH:2][C:1]([C:11]3[CH:16]=[CH:15][CH:14]=[CH:13][CH:12]=3)=[CH:6][CH:5]=2)=[N:34][C:33]=1[CH3:35])(=[O:37])=[O:38]. (3) Given the reactants [CH3:1][S:2](Cl)(=[O:4])=[O:3].[CH3:6][O:7][CH2:8][O:9][CH:10]([C:12]1[CH:13]=[CH:14][C:15]([CH2:18][CH2:19][OH:20])=[N:16][CH:17]=1)[CH3:11].C(N(CC)CC)C, predict the reaction product. The product is: [CH3:1][S:2]([O:20][CH2:19][CH2:18][C:15]1[CH:14]=[CH:13][C:12]([CH:10]([O:9][CH2:8][O:7][CH3:6])[CH3:11])=[CH:17][N:16]=1)(=[O:4])=[O:3]. (4) The product is: [F:1][C:2]1[CH:7]=[CH:6][C:5]([C:8](=[O:13])[NH:9][CH2:10][C:11]#[CH:12])=[CH:4][C:3]=1[S:14]([O:18][CH2:19][C@:20]([OH:37])([CH3:36])[C:21](=[O:35])[C@@H:22]([NH:27][C:28]([O:29][C:30]([CH3:31])([CH3:33])[CH3:32])=[O:34])[CH2:23][CH:24]([CH3:26])[CH3:25])(=[O:15])=[O:16]. Given the reactants [F:1][C:2]1[CH:7]=[CH:6][C:5]([C:8](=[O:13])[NH:9][CH2:10][C:11]#[CH:12])=[CH:4][C:3]=1[S:14](Cl)(=[O:16])=[O:15].[OH:18][CH2:19][C@:20]([OH:37])([CH3:36])[C:21](=[O:35])[C@@H:22]([NH:27][C:28](=[O:34])[O:29][C:30]([CH3:33])([CH3:32])[CH3:31])[CH2:23][CH:24]([CH3:26])[CH3:25].CCN(C(C)C)C(C)C, predict the reaction product.